From a dataset of Full USPTO retrosynthesis dataset with 1.9M reactions from patents (1976-2016). Predict the reactants needed to synthesize the given product. (1) Given the product [Cl:1][C:2]1[C:3]([F:11])=[C:4]([CH:8]=[CH:9][CH:10]=1)[C:5]([N:45]([C@@H:41]([C:37]1[N:36]([NH:60][C:61]2[CH:66]=[CH:65][CH:64]=[CH:63][CH:62]=2)[C:35](=[O:67])[C:34]2[C:39](=[CH:40][C:31]([Cl:30])=[CH:32][CH:33]=2)[N:38]=1)[CH2:42][C:43]#[CH:44])[CH2:46][CH2:47][CH2:48][N:49]1[C:50](=[O:59])[C:51]2[C:56](=[CH:55][CH:54]=[CH:53][CH:52]=2)[C:57]1=[O:58])=[O:7], predict the reactants needed to synthesize it. The reactants are: [Cl:1][C:2]1[C:3]([F:11])=[C:4]([CH:8]=[CH:9][CH:10]=1)[C:5]([OH:7])=O.[Cl-].ClC1N(C)C=C[N+]=1C.C(N(C(C)C)CC)(C)C.[Cl:30][C:31]1[CH:40]=[C:39]2[C:34]([C:35](=[O:67])[N:36]([NH:60][C:61]3[CH:66]=[CH:65][CH:64]=[CH:63][CH:62]=3)[C:37]([C@H:41]([NH:45][CH2:46][CH2:47][CH2:48][N:49]3[C:57](=[O:58])[C:56]4[C:51](=[CH:52][CH:53]=[CH:54][CH:55]=4)[C:50]3=[O:59])[CH2:42][C:43]#[CH:44])=[N:38]2)=[CH:33][CH:32]=1.C(=O)([O-])[O-].[Na+].[Na+]. (2) Given the product [OH:27][C:23]1[CH:22]=[C:21]([NH:20][CH:2]([C:14]2[CH:19]=[CH:18][CH:17]=[CH:16][CH:15]=2)[C:3]([C:5]2[C:13]3[C:8](=[CH:9][CH:10]=[CH:11][CH:12]=3)[NH:7][CH:6]=2)=[O:4])[CH:26]=[CH:25][CH:24]=1, predict the reactants needed to synthesize it. The reactants are: Br[CH:2]([C:14]1[CH:19]=[CH:18][CH:17]=[CH:16][CH:15]=1)[C:3]([C:5]1[C:13]2[C:8](=[CH:9][CH:10]=[CH:11][CH:12]=2)[NH:7][CH:6]=1)=[O:4].[NH2:20][C:21]1[CH:22]=[C:23]([OH:27])[CH:24]=[CH:25][CH:26]=1. (3) Given the product [CH2:26]([O:1][C:2]1[CH:3]=[C:4]([C:8]2[O:13][C:12](=[O:14])[C:11]3[C:15]([CH3:18])=[CH:16][O:17][C:10]=3[CH:9]=2)[CH:5]=[CH:6][CH:7]=1)[CH3:27], predict the reactants needed to synthesize it. The reactants are: [OH:1][C:2]1[CH:3]=[C:4]([C:8]2[O:13][C:12](=[O:14])[C:11]3[C:15]([CH3:18])=[CH:16][O:17][C:10]=3[CH:9]=2)[CH:5]=[CH:6][CH:7]=1.C([O-])([O-])=O.[K+].[K+].I[CH2:26][CH3:27]. (4) The reactants are: Br[C:2]1[CH:11]=[C:10]2[C:5]([C:6]([OH:22])=[C:7]([C:14]([NH:16][CH2:17][C:18]([O:20][CH3:21])=[O:19])=[O:15])[C:8](=[O:13])[N:9]2[CH3:12])=[CH:4][CH:3]=1.[C:23]([Si:25]([CH3:28])([CH3:27])[CH3:26])#[CH:24].C(N(C(C)C)C(C)C)C.O1CCCC1. Given the product [CH3:21][O:20][C:18](=[O:19])[CH2:17][NH:16][C:14]([C:7]1[C:8](=[O:13])[N:9]([CH3:12])[C:10]2[C:5]([C:6]=1[OH:22])=[CH:4][CH:3]=[C:2]([C:24]#[C:23][Si:25]([CH3:28])([CH3:27])[CH3:26])[CH:11]=2)=[O:15], predict the reactants needed to synthesize it.